Dataset: Full USPTO retrosynthesis dataset with 1.9M reactions from patents (1976-2016). Task: Predict the reactants needed to synthesize the given product. (1) Given the product [CH3:9][CH:10]([CH3:26])[CH2:11][C:12]1[S:13][C:14]2[CH:20]=[CH:19][C:18]([CH:21]([CH3:1])[C:22]([O:24][CH3:25])=[O:23])=[CH:17][C:15]=2[N:16]=1, predict the reactants needed to synthesize it. The reactants are: [CH:1]([N-]C(C)C)(C)C.[Li+].[CH3:9][CH:10]([CH3:26])[CH2:11][C:12]1[S:13][C:14]2[CH:20]=[CH:19][C:18]([CH2:21][C:22]([O:24][CH3:25])=[O:23])=[CH:17][C:15]=2[N:16]=1.CI. (2) Given the product [CH:22]1([N:15]2[C:16]3[CH:21]=[CH:20][CH:19]=[CH:18][C:17]=3[N:11]([CH2:10][C:9]([OH:42])=[O:8])[C:12](=[O:41])[N:13]([CH2:30][C:31](=[O:40])[NH:32][C:33]3[CH:34]=[C:35]([CH3:39])[CH:36]=[CH:37][CH:38]=3)[C:14]2=[O:29])[CH2:23][CH2:24][CH2:25][CH2:26][CH2:27][CH2:28]1, predict the reactants needed to synthesize it. The reactants are: C([O:8][C:9](=[O:42])[CH2:10][N:11]1[C:17]2[CH:18]=[CH:19][CH:20]=[CH:21][C:16]=2[N:15]([CH:22]2[CH2:28][CH2:27][CH2:26][CH2:25][CH2:24][CH2:23]2)[C:14](=[O:29])[N:13]([CH2:30][C:31](=[O:40])[NH:32][C:33]2[CH:34]=[C:35]([CH3:39])[CH:36]=[CH:37][CH:38]=2)[C:12]1=[O:41])C1C=CC=CC=1.CNC[C@@H]([C@H]([C@@H]([C@@H](CO)O)O)O)O.O1CCOCC1.O.